Dataset: Forward reaction prediction with 1.9M reactions from USPTO patents (1976-2016). Task: Predict the product of the given reaction. (1) Given the reactants [F:1][C:2]([F:45])([F:44])[C:3]1[CH:4]=[C:5]([C:13]([CH3:43])([CH3:42])[C:14]([N:16]([CH3:41])[C:17]2[C:18]([C:34]3[CH:39]=[CH:38][CH:37]=[CH:36][C:35]=3[CH3:40])=[CH:19][C:20]([N:23]3[CH2:27][C@H:26](O)[CH2:25][C@H:24]3[CH2:29][O:30]C(=O)C)=[N:21][CH:22]=2)=[O:15])[CH:6]=[C:7]([C:9]([F:12])([F:11])[F:10])[CH:8]=1.C(N(S(F)(F)[F:52])CC)C, predict the reaction product. The product is: [F:44][C:2]([F:1])([F:45])[C:3]1[CH:4]=[C:5]([C:13]([CH3:43])([CH3:42])[C:14]([N:16]([C:17]2[CH:22]=[N:21][C:20]([N:23]3[CH2:27][C@@H:26]([F:52])[CH2:25][C@H:24]3[CH2:29][OH:30])=[CH:19][C:18]=2[C:34]2[CH:39]=[CH:38][CH:37]=[CH:36][C:35]=2[CH3:40])[CH3:41])=[O:15])[CH:6]=[C:7]([C:9]([F:12])([F:10])[F:11])[CH:8]=1. (2) Given the reactants Cl.Cl.[N:3]1[C:12]2[NH:11][CH2:10][CH2:9][CH2:8][C:7]=2[CH:6]=[CH:5][C:4]=1[CH2:13][CH2:14][NH2:15].C(N(CC)C(C)C)(C)C.Br[CH2:26][C:27]([O:29][CH2:30][CH3:31])=[O:28].[O:32](C(OC(C)(C)C)=O)[C:33]([O:35][C:36]([CH3:39])([CH3:38])[CH3:37])=O, predict the reaction product. The product is: [CH2:30]([O:29][C:27](=[O:28])[CH2:26][N:15]([C:33]([O:35][C:36]([CH3:39])([CH3:38])[CH3:37])=[O:32])[CH2:14][CH2:13][C:4]1[CH:5]=[CH:6][C:7]2[CH2:8][CH2:9][CH2:10][NH:11][C:12]=2[N:3]=1)[CH3:31]. (3) Given the reactants [Si:1]([O:8][CH2:9][C:10]1[CH:19]=[CH:18][CH:17]=[C:16]2[C:11]=1[C:12](=[O:30])[N:13]([C:21]1[CH:22]=[C:23]([C:27](O)=[O:28])[S:24][C:25]=1[Cl:26])[C:14](=[O:20])[NH:15]2)([C:4]([CH3:7])([CH3:6])[CH3:5])([CH3:3])[CH3:2].[CH2:31]([NH:35][CH3:36])[CH:32]([CH3:34])[CH3:33].C(N(CC)C(C)C)(C)C, predict the reaction product. The product is: [Si:1]([O:8][CH2:9][C:10]1[CH:19]=[CH:18][CH:17]=[C:16]2[C:11]=1[C:12](=[O:30])[N:13]([C:21]1[CH:22]=[C:23]([C:27]([N:35]([CH2:31][CH:32]([CH3:34])[CH3:33])[CH3:36])=[O:28])[S:24][C:25]=1[Cl:26])[C:14](=[O:20])[NH:15]2)([C:4]([CH3:7])([CH3:5])[CH3:6])([CH3:3])[CH3:2]. (4) The product is: [I:13][C:8]1[CH:7]=[C:3]2[C:2](=[C:10]([O:11][CH3:12])[CH:9]=1)[N:1]=[CH:14][NH:16][C:4]2=[O:5]. Given the reactants [NH2:1][C:2]1[C:10]([O:11][CH3:12])=[CH:9][C:8]([I:13])=[CH:7][C:3]=1[C:4](O)=[O:5].[CH:14]([NH2:16])=O, predict the reaction product. (5) Given the reactants FC(F)(F)S(O[C:7]1[CH:8]=[C:9]2[C:14](=[CH:15][CH:16]=1)[CH:13]([C:17]([O:19][CH2:20][CH3:21])=[O:18])[N:12]([C:22]([O:24][C:25]([CH3:28])([CH3:27])[CH3:26])=[O:23])[CH2:11][CH2:10]2)(=O)=O.[CH3:31][N:32](C=O)C, predict the reaction product. The product is: [C:31]([C:7]1[CH:8]=[C:9]2[C:14](=[CH:15][CH:16]=1)[CH:13]([C:17]([O:19][CH2:20][CH3:21])=[O:18])[N:12]([C:22]([O:24][C:25]([CH3:27])([CH3:26])[CH3:28])=[O:23])[CH2:11][CH2:10]2)#[N:32]. (6) Given the reactants [CH2:1]([C:3]1[C:14]([O:15][CH3:16])=[CH:13][CH:12]=[C:11]([CH2:17][CH3:18])[C:4]=1[CH2:5][C:6]1[NH:7][CH2:8][CH2:9][N:10]=1)[CH3:2].C1(N(Cl)C(=O)N(Cl)C(=O)N1Cl)=O.C1CCN2C(=NCCC2)CC1, predict the reaction product. The product is: [CH2:1]([C:3]1[C:14]([O:15][CH3:16])=[CH:13][CH:12]=[C:11]([CH2:17][CH3:18])[C:4]=1[CH2:5][C:6]1[NH:10][CH:9]=[CH:8][N:7]=1)[CH3:2].